This data is from Reaction yield outcomes from USPTO patents with 853,638 reactions. The task is: Predict the reaction yield, written as a fraction of the theoretical maximum amount of product (1.0 means a 100% yield; for example, 0.34 means a 34% yield). (1) The reactants are [CH3:1][N:2]1[C:6](=[O:7])[N:5]([C:8]2[CH:13]=[C:12]([N+:14]([O-])=O)[CH:11]=[CH:10][C:9]=2[N:17]2[CH2:22][CH2:21][N:20]([CH:23]3[CH2:26][O:25][CH2:24]3)[CH2:19][CH2:18]2)[N:4]=[N:3]1. The catalyst is CCO.CO.[Pd]. The product is [NH2:14][C:12]1[CH:11]=[CH:10][C:9]([N:17]2[CH2:22][CH2:21][N:20]([CH:23]3[CH2:26][O:25][CH2:24]3)[CH2:19][CH2:18]2)=[C:8]([N:5]2[C:6](=[O:7])[N:2]([CH3:1])[N:3]=[N:4]2)[CH:13]=1. The yield is 0.780. (2) The reactants are Cl.[N+:2]([C:5]1[CH:10]=[CH:9][C:8]([CH2:11][CH2:12][NH2:13])=[CH:7][CH:6]=1)([O-:4])=[O:3].C(N(CC)CC)C.[F:21][C:22]([F:33])([F:32])[C:23](O[C:23](=[O:24])[C:22]([F:33])([F:32])[F:21])=[O:24]. The catalyst is ClCCl. The product is [F:21][C:22]([F:33])([F:32])[C:23]([NH:13][CH2:12][CH2:11][C:8]1[CH:7]=[CH:6][C:5]([N+:2]([O-:4])=[O:3])=[CH:10][CH:9]=1)=[O:24]. The yield is 1.00. (3) The reactants are [NH2:1][C:2]1[CH:6]=[C:5]([C:7]2[CH:12]=[CH:11][CH:10]=[C:9]([F:13])[CH:8]=2)[NH:4][N:3]=1.[OH-].[K+].[C:16](O[C:16]([O:18][C:19]([CH3:22])([CH3:21])[CH3:20])=[O:17])([O:18][C:19]([CH3:22])([CH3:21])[CH3:20])=[O:17]. The catalyst is C(Cl)Cl. The product is [C:19]([O:18][C:16]([N:4]1[C:5]([C:7]2[CH:12]=[CH:11][CH:10]=[C:9]([F:13])[CH:8]=2)=[CH:6][C:2]([NH2:1])=[N:3]1)=[O:17])([CH3:22])([CH3:21])[CH3:20]. The yield is 0.950. (4) The reactants are [C:1]1([CH:11]=[CH:12][C:13]([OH:15])=O)[C:10]2[C:5](=[CH:6][CH:7]=[CH:8][CH:9]=2)[CH:4]=[CH:3][CH:2]=1.C(Cl)(=O)C([Cl:19])=O. No catalyst specified. The product is [C:1]1([CH:11]=[CH:12][C:13]([Cl:19])=[O:15])[C:10]2[C:5](=[CH:6][CH:7]=[CH:8][CH:9]=2)[CH:4]=[CH:3][CH:2]=1. The yield is 0.990. (5) The reactants are [Cl:1][C:2]1[CH:7]=[C:6]([N:8]([CH2:10][C:11]2[S:12][C:13]([Cl:16])=[CH:14][CH:15]=2)[CH3:9])[CH:5]=[CH:4][C:3]=1[NH2:17].[Cl:18][C:19]1[CH:24]=[CH:23][C:22]([CH2:25][C:26](Cl)=[O:27])=[CH:21][CH:20]=1.C(=O)(O)[O-].[Na+]. The catalyst is C(#N)C. The product is [Cl:1][C:2]1[CH:7]=[C:6]([N:8]([CH2:10][C:11]2[S:12][C:13]([Cl:16])=[CH:14][CH:15]=2)[CH3:9])[CH:5]=[CH:4][C:3]=1[NH:17][C:26](=[O:27])[CH2:25][C:22]1[CH:23]=[CH:24][C:19]([Cl:18])=[CH:20][CH:21]=1. The yield is 0.160. (6) The reactants are [S:1]1[C:5]([C:6]2[CH:7]=[C:8]([CH:13]=[C:14]([NH:16][C:17]3[N:22]=[C:21]([C:23]([F:26])([F:25])[F:24])[CH:20]=[CH:19][N:18]=3)[CH:15]=2)C(OC)=O)=[CH:4][N:3]=[CH:2]1.[CH2:27]1COCC1.C[Mg]Cl.C([O:38][CH2:39][CH3:40])(=O)C. No catalyst specified. The product is [S:1]1[C:5]([C:6]2[CH:7]=[C:8]([C:39]([OH:38])([CH3:40])[CH3:27])[CH:13]=[C:14]([NH:16][C:17]3[N:22]=[C:21]([C:23]([F:26])([F:25])[F:24])[CH:20]=[CH:19][N:18]=3)[CH:15]=2)=[CH:4][N:3]=[CH:2]1. The yield is 0.740.